From a dataset of Catalyst prediction with 721,799 reactions and 888 catalyst types from USPTO. Predict which catalyst facilitates the given reaction. (1) Reactant: S(Cl)([Cl:3])=O.[CH2:5]([O:7][C:8]([C:10]1[CH:15]=[CH:14][C:13]([CH:16]2[CH2:21][CH2:20][N:19](C(OC(C)(C)C)=O)[CH2:18][CH2:17]2)=[CH:12][CH:11]=1)=[O:9])[CH3:6]. Product: [ClH:3].[NH:19]1[CH2:20][CH2:21][CH:16]([C:13]2[CH:14]=[CH:15][C:10]([C:8]([O:7][CH2:5][CH3:6])=[O:9])=[CH:11][CH:12]=2)[CH2:17][CH2:18]1. The catalyst class is: 8. (2) Reactant: [CH2:1]([C:8]1[N:9]=[CH:10][N:11]([CH2:13][C@@H:14]([OH:19])[C:15]([CH3:18])([CH3:17])[CH3:16])[CH:12]=1)[C:2]1[CH:7]=[CH:6][CH:5]=[CH:4][CH:3]=1.C(N(CC)C(C)C)(C)C.Cl[C:30]([O:32][C:33]1[CH:38]=[CH:37][C:36]([N+:39]([O-:41])=[O:40])=[CH:35][CH:34]=1)=[O:31]. Product: [C:30](=[O:31])([O:32][C:33]1[CH:34]=[CH:35][C:36]([N+:39]([O-:41])=[O:40])=[CH:37][CH:38]=1)[O:19][C@H:14]([CH2:13][N:11]1[CH:12]=[C:8]([CH2:1][C:2]2[CH:3]=[CH:4][CH:5]=[CH:6][CH:7]=2)[N:9]=[CH:10]1)[C:15]([CH3:16])([CH3:18])[CH3:17]. The catalyst class is: 756. (3) Reactant: [CH3:1][O:2][C:3](=[O:11])[CH:4](Br)[C:5](=O)[CH2:6][O:7][CH3:8].[NH2:12][C:13]([NH2:15])=[S:14]. Product: [CH3:1][O:2][C:3]([C:4]1[S:14][C:13]([NH2:15])=[N:12][C:5]=1[CH2:6][O:7][CH3:8])=[O:11]. The catalyst class is: 8. (4) Reactant: [NH2:1][C:2]1[N:7]=[C:6]([N:8]2[C:16]3[C:11](=[CH:12][CH:13]=[C:14]([C:17]#[C:18][C:19]([OH:34])([C:21]4[CH:25]=[C:24]([CH2:26][O:27]C5CCCCO5)[O:23][N:22]=4)[CH3:20])[CH:15]=3)[C:10]([C:35]([N:37]([CH3:39])[CH3:38])=[O:36])=[N:9]2)[CH:5]=[CH:4][N:3]=1.CC1C=CC(S([O-])(=O)=O)=CC=1.[NH+]1C=CC=CC=1. Product: [NH2:1][C:2]1[N:7]=[C:6]([N:8]2[C:16]3[C:11](=[CH:12][CH:13]=[C:14]([C:17]#[C:18][C:19]([OH:34])([C:21]4[CH:25]=[C:24]([CH2:26][OH:27])[O:23][N:22]=4)[CH3:20])[CH:15]=3)[C:10]([C:35]([N:37]([CH3:39])[CH3:38])=[O:36])=[N:9]2)[CH:5]=[CH:4][N:3]=1. The catalyst class is: 5. (5) Reactant: [Cl:1][C:2]1[CH:7]=[CH:6][C:5]([C:8]2[C:14]3[CH:15]=[C:16]([O:19][CH3:20])[CH:17]=[CH:18][C:13]=3[N:12]3[C:21]([CH3:24])=[N:22][N:23]=[C:11]3[C@H:10]([CH2:25][C:26](O)=[O:27])[N:9]=2)=[CH:4][CH:3]=1.CCN=C=NCCCN(C)C.[NH2:40][CH2:41][CH2:42][O:43][CH2:44][CH2:45][O:46][CH2:47][CH2:48][O:49][CH2:50][CH2:51][O:52][CH2:53][CH2:54][O:55][CH2:56][CH2:57][O:58][CH2:59][CH2:60][O:61][CH2:62][CH2:63][O:64][CH2:65][CH2:66][O:67][CH2:68][CH2:69][OH:70]. Product: [Cl:1][C:2]1[CH:7]=[CH:6][C:5]([C:8]2[C:14]3[CH:15]=[C:16]([O:19][CH3:20])[CH:17]=[CH:18][C:13]=3[N:12]3[C:21]([CH3:24])=[N:22][N:23]=[C:11]3[C@H:10]([CH2:25][C:26]([NH:40][CH2:41][CH2:42][O:43][CH2:44][CH2:45][O:46][CH2:47][CH2:48][O:49][CH2:50][CH2:51][O:52][CH2:53][CH2:54][O:55][CH2:56][CH2:57][O:58][CH2:59][CH2:60][O:61][CH2:62][CH2:63][O:64][CH2:65][CH2:66][O:67][CH2:68][CH2:69][OH:70])=[O:27])[N:9]=2)=[CH:4][CH:3]=1. The catalyst class is: 64. (6) Reactant: Br[CH2:2][CH2:3][CH:4]([C:9]1[S:10][C:11]2[CH:18]=[C:17]([C:19]([F:22])([F:21])[F:20])[CH:16]=[CH:15][C:12]=2[C:13]=1[CH3:14])[O:5][CH2:6][CH2:7][CH3:8].C(=O)([O-])[O-].[Cs+].[Cs+].[SH:29][C:30]1[CH:35]=[CH:34][C:33]([O:36][CH2:37][C:38]([O:40][CH2:41][CH3:42])=[O:39])=[C:32]([CH3:43])[CH:31]=1. Product: [CH3:43][C:32]1[CH:31]=[C:30]([S:29][CH2:2][CH2:3][CH:4]([C:9]2[S:10][C:11]3[CH:18]=[C:17]([C:19]([F:22])([F:21])[F:20])[CH:16]=[CH:15][C:12]=3[C:13]=2[CH3:14])[O:5][CH2:6][CH2:7][CH3:8])[CH:35]=[CH:34][C:33]=1[O:36][CH2:37][C:38]([O:40][CH2:41][CH3:42])=[O:39]. The catalyst class is: 23.